Dataset: NCI-60 drug combinations with 297,098 pairs across 59 cell lines. Task: Regression. Given two drug SMILES strings and cell line genomic features, predict the synergy score measuring deviation from expected non-interaction effect. (1) Synergy scores: CSS=1.31, Synergy_ZIP=-2.54, Synergy_Bliss=-4.15, Synergy_Loewe=-3.20, Synergy_HSA=-2.81. Drug 1: C1CCC(C1)C(CC#N)N2C=C(C=N2)C3=C4C=CNC4=NC=N3. Drug 2: CS(=O)(=O)CCNCC1=CC=C(O1)C2=CC3=C(C=C2)N=CN=C3NC4=CC(=C(C=C4)OCC5=CC(=CC=C5)F)Cl. Cell line: LOX IMVI. (2) Drug 1: C1C(C(OC1N2C=C(C(=O)NC2=O)F)CO)O. Drug 2: C#CCC(CC1=CN=C2C(=N1)C(=NC(=N2)N)N)C3=CC=C(C=C3)C(=O)NC(CCC(=O)O)C(=O)O. Cell line: SW-620. Synergy scores: CSS=57.5, Synergy_ZIP=-7.72, Synergy_Bliss=-8.28, Synergy_Loewe=-9.46, Synergy_HSA=1.14.